This data is from Full USPTO retrosynthesis dataset with 1.9M reactions from patents (1976-2016). The task is: Predict the reactants needed to synthesize the given product. (1) Given the product [CH3:20][C:18]1([CH3:21])[CH2:17][O:16][C:15]([C:12]2[CH:13]=[CH:14][C:9]([OH:8])=[CH:10][CH:11]=2)=[N:19]1, predict the reactants needed to synthesize it. The reactants are: C([O:8][C:9]1[CH:14]=[CH:13][C:12]([C:15]2[O:16][CH2:17][C:18]([CH3:21])([CH3:20])[N:19]=2)=[CH:11][CH:10]=1)C1C=CC=CC=1.[H][H]. (2) The reactants are: [Cl:1][C:2]1[CH:7]=[C:6]([Cl:8])[CH:5]=[CH:4][C:3]=1[C:9]1[N:10]=[C:11](/[CH:18]=[CH:19]/[C:20]2[CH:25]=[CH:24][C:23]([O:26][CH3:27])=[CH:22][CH:21]=2)[N:12]([CH2:14][C:15]([OH:17])=O)[CH:13]=1.[C:28]([C:32]1[CH:39]=[CH:38][C:35]([CH2:36][NH2:37])=[CH:34][CH:33]=1)([CH3:31])([CH3:30])[CH3:29]. Given the product [C:28]([C:32]1[CH:33]=[CH:34][C:35]([CH2:36][NH:37][C:15](=[O:17])[CH2:14][N:12]2[CH:13]=[C:9]([C:3]3[CH:4]=[CH:5][C:6]([Cl:8])=[CH:7][C:2]=3[Cl:1])[N:10]=[C:11]2/[CH:18]=[CH:19]/[C:20]2[CH:25]=[CH:24][C:23]([O:26][CH3:27])=[CH:22][CH:21]=2)=[CH:38][CH:39]=1)([CH3:31])([CH3:29])[CH3:30], predict the reactants needed to synthesize it. (3) Given the product [CH3:13][O:14][C:15](=[O:23])[C:16]1[CH:17]=[CH:18][CH:19]=[CH:20][C:1]=1[N:2]1[CH2:7][CH2:6][NH:5][CH:4]([CH3:9])[CH2:3]1, predict the reactants needed to synthesize it. The reactants are: [CH3:1][N:2]1[CH2:7][CH2:6][NH:5][CH2:4][CH2:3]1.N1CCC[CH2:9]1.[CH3:13][O:14][C:15](=[O:23])[C:16]1C=[CH:20][CH:19]=[C:18](Br)[CH:17]=1.COC(=O)C1C=CC(Br)=CC=1. (4) Given the product [C:42]1([C:41]2[C:28]3=[CH:27][CH:26]=[C:25]4[C:30]([CH:31]=[C:32]5[C:37]([CH:36]=[CH:35][CH:34]=[CH:33]5)=[C:24]4[C:53]4[CH:54]=[CH:55][C:50]([CH:48]=[O:49])=[CH:51][CH:52]=4)=[C:29]3[CH:38]=[CH:39][CH:40]=2)[CH:47]=[CH:46][CH:45]=[CH:44][CH:43]=1, predict the reactants needed to synthesize it. The reactants are: C1(C)C=CC=CC=1P(C1C=CC=CC=1C)C1C=CC=CC=1C.Br[C:24]1[C:25]2[C:30]([CH:31]=[C:32]3[C:37]=1[CH:36]=[CH:35][CH:34]=[CH:33]3)=[C:29]1[CH:38]=[CH:39][CH:40]=[C:41]([C:42]3[CH:47]=[CH:46][CH:45]=[CH:44][CH:43]=3)[C:28]1=[CH:27][CH:26]=2.[CH:48]([C:50]1[CH:55]=[CH:54][C:53](B(O)O)=[CH:52][CH:51]=1)=[O:49].P([O-])([O-])([O-])=O.[K+].[K+].[K+]. (5) The reactants are: [Cl:1][C:2]1[CH:26]=[CH:25][C:5]([CH2:6][N:7]2[CH2:15][C:14]3[C:9](=[C:10]([CH3:23])[CH:11]=[C:12]([C:16]4[O:20][N:19]=[C:18]([CH2:21]Cl)[N:17]=4)[CH:13]=3)[C:8]2=[O:24])=[CH:4][CH:3]=1.C([O-])([O-])=O.[K+].[K+].C(OC([N:40]1[CH2:45][C@@H:44]2[CH2:46][C@H:41]1[CH2:42][NH:43]2)=O)(C)(C)C. Given the product [Cl:1][C:2]1[CH:3]=[CH:4][C:5]([CH2:6][N:7]2[CH2:15][C:14]3[C:9](=[C:10]([CH3:23])[CH:11]=[C:12]([C:16]4[O:20][N:19]=[C:18]([CH2:21][N:40]5[CH2:45][CH:44]6[CH2:46][CH:41]5[CH2:42][NH:43]6)[N:17]=4)[CH:13]=3)[C:8]2=[O:24])=[CH:25][CH:26]=1, predict the reactants needed to synthesize it. (6) Given the product [CH:4]([C:5]1[CH:6]=[C:7]([NH2:8])[O:1][N:16]=1)([CH3:10])[CH3:3], predict the reactants needed to synthesize it. The reactants are: [OH-:1].[Na+].[CH3:3][CH:4]([CH3:10])[C:5](=O)[CH2:6][C:7]#[N:8].S(O)(O)(=O)=O.[NH2:16]O. (7) Given the product [C:14]([O:13][C:11]([N:8]1[C:9]2[C:5](=[CH:4][CH:3]=[C:2]([NH2:1])[CH:10]=2)[C:6]([CH3:19])([CH3:18])[CH2:7]1)=[O:12])([CH3:17])([CH3:15])[CH3:16].[NH2:1][C:2]1[CH:10]=[C:9]2[C:5]([C:6]([CH3:19])([CH3:18])[CH2:7][N:8]2[C:11]([O:13][C:14]([CH3:17])([CH3:16])[CH3:15])=[O:12])=[CH:4][CH:3]=1, predict the reactants needed to synthesize it. The reactants are: [NH2:1][C:2]1[CH:10]=[C:9]2[C:5]([C:6]([CH3:19])([CH3:18])[CH2:7][N:8]2[C:11]([O:13][C:14]([CH3:17])([CH3:16])[CH3:15])=[O:12])=[CH:4][CH:3]=1.[H][H]. (8) The reactants are: [OH:1][C@@H:2]([C:18]1[CH:23]=[CH:22][CH:21]=[CH:20][CH:19]=1)[CH2:3][CH2:4][CH2:5][CH2:6][N:7]1[C:15](=[O:16])[C:14]2[C:9](=[CH:10][CH:11]=[CH:12][CH:13]=2)[C:8]1=[O:17].[F:24][C:25]([F:34])([F:33])[C:26]1[CH:31]=[CH:30][C:29](O)=[CH:28][CH:27]=1.C1(P(C2C=CC=CC=2)C2C=CC=CC=2)C=CC=CC=1.N(C(OCC)=O)=NC(OCC)=O.C1(C)C=CC=CC=1. Given the product [C:18]1([C@@H:2]([O:1][C:29]2[CH:30]=[CH:31][C:26]([C:25]([F:34])([F:33])[F:24])=[CH:27][CH:28]=2)[CH2:3][CH2:4][CH2:5][CH2:6][N:7]2[C:8](=[O:17])[C:9]3[C:14](=[CH:13][CH:12]=[CH:11][CH:10]=3)[C:15]2=[O:16])[CH:23]=[CH:22][CH:21]=[CH:20][CH:19]=1, predict the reactants needed to synthesize it. (9) Given the product [Br:22][C:23]1[CH:24]=[N:1][C:2]2[N:6]([N:5]=[C:4]([C:7]3[CH:8]=[CH:9][C:10]([O:13][C:14]4[CH:19]=[CH:18][CH:17]=[CH:16][CH:15]=4)=[CH:11][CH:12]=3)[C:3]=2[C:20]#[N:21])[CH:26]=1, predict the reactants needed to synthesize it. The reactants are: [NH2:1][C:2]1[NH:6][N:5]=[C:4]([C:7]2[CH:12]=[CH:11][C:10]([O:13][C:14]3[CH:19]=[CH:18][CH:17]=[CH:16][CH:15]=3)=[CH:9][CH:8]=2)[C:3]=1[C:20]#[N:21].[Br:22][CH:23]([CH:26]=O)[CH:24]=O. (10) Given the product [CH2:33]([O:40][C:41]([C@@H:43]1[CH2:47][CH2:46][CH2:45][N:44]1[C:48](=[O:64])[C@H:49]([NH:56][C:57]([O:59][CH2:60][CH3:61])=[O:58])[C:50]1[CH:51]=[CH:52][CH:53]=[CH:54][CH:55]=1)=[O:42])[C:34]1[CH:39]=[CH:38][CH:37]=[CH:36][CH:35]=1, predict the reactants needed to synthesize it. The reactants are: C(OC(N[C@H](C1C=CC=CC=1)C(O)=O)=O)C.Cl.C(OC(=O)[C@@H]1CCCN1)C1C=CC=CC=1.[CH2:33]([O:40][C:41]([C@@H:43]1[CH2:47][CH2:46][CH2:45][N:44]1[C:48](=[O:64])[C@H:49]([NH:56][C:57]([O:59][C:60](C)(C)[CH3:61])=[O:58])[C:50]1[CH:55]=[CH:54][CH:53]=[CH:52][CH:51]=1)=[O:42])[C:34]1[CH:39]=[CH:38][CH:37]=[CH:36][CH:35]=1.